From a dataset of CYP2C19 inhibition data for predicting drug metabolism from PubChem BioAssay. Regression/Classification. Given a drug SMILES string, predict its absorption, distribution, metabolism, or excretion properties. Task type varies by dataset: regression for continuous measurements (e.g., permeability, clearance, half-life) or binary classification for categorical outcomes (e.g., BBB penetration, CYP inhibition). Dataset: cyp2c19_veith. (1) The drug is Cc1c(NC(=O)CN2C(=O)C3C4C=CC(C4)C3C2=O)c(=O)n(-c2ccccc2)n1C. The result is 0 (non-inhibitor). (2) The molecule is c1ccc(-c2noc(CSc3nnnn3C3CCCCC3)n2)cc1. The result is 1 (inhibitor).